Task: Predict which catalyst facilitates the given reaction.. Dataset: Catalyst prediction with 721,799 reactions and 888 catalyst types from USPTO (1) Reactant: C[O:2][C:3]([C:5]1[CH:10]=[CH:9][CH:8]=[CH:7][C:6]=1[S:11]([NH:14][C:15]1[CH:24]=[CH:23][C:22]2[C:17](=[CH:18][CH:19]=[CH:20][CH:21]=2)[C:16]=1[C:25]([O:27][CH3:28])=[O:26])(=[O:13])=[O:12])=[O:4].O.O.[OH-].[Li+].Cl. Product: [CH3:28][O:27][C:25]([C:16]1[C:17]2[C:22](=[CH:21][CH:20]=[CH:19][CH:18]=2)[CH:23]=[CH:24][C:15]=1[NH:14][S:11]([C:6]1[CH:7]=[CH:8][CH:9]=[CH:10][C:5]=1[C:3]([OH:4])=[O:2])(=[O:12])=[O:13])=[O:26]. The catalyst class is: 5. (2) Reactant: CCN=C=NCCCN(C)C.Cl.[NH2:13][C@H:14]([C:19]([OH:21])=[O:20])[CH2:15][CH:16]([CH3:18])[CH3:17].[CH:22]1[N:30]([C@@H:31]2[O:35][C@H:34]([CH2:36][OH:37])[C@@H:33]([OH:38])[C@H:32]2[OH:39])[C:29]2[C:24](=[C:25]([NH2:40])[N:26]=[CH:27][N:28]=2)[C:23]=1[C:41]#[N:42].C(O)(C(F)(F)F)=O.CN1CCOCC1.C1C=CC2N(O)N=NC=2C=1. Product: [NH2:13][C@H:14]([C:19]([OH:21])=[O:20])[CH2:15][CH:16]([CH3:18])[CH3:17].[CH:22]1[N:30]([C@@H:31]2[O:35][C@H:34]([CH2:36][OH:37])[C@@H:33]([OH:38])[C@H:32]2[OH:39])[C:29]2[C:24](=[C:25]([NH2:40])[N:26]=[CH:27][N:28]=2)[C:23]=1[C:41]#[N:42]. The catalyst class is: 59. (3) Reactant: [NH2:1][C:2](=[O:29])[C@@H:3]([NH:12][C:13]([C:15]1([NH:21][C:22](=[O:28])[O:23][C:24]([CH3:27])([CH3:26])[CH3:25])[CH2:20][CH2:19][O:18][CH2:17][CH2:16]1)=[O:14])[CH2:4][C:5]1[CH:10]=[CH:9][C:8](I)=[CH:7][CH:6]=1.[F:30][C:31]1[CH:32]=[C:33](B(O)O)[CH:34]=[CH:35][C:36]=1[F:37].C(=O)([O-])[O-].[Na+].[Na+]. Product: [NH2:1][C:2](=[O:29])[C@@H:3]([NH:12][C:13]([C:15]1([NH:21][C:22](=[O:28])[O:23][C:24]([CH3:27])([CH3:26])[CH3:25])[CH2:20][CH2:19][O:18][CH2:17][CH2:16]1)=[O:14])[CH2:4][C:5]1[CH:10]=[CH:9][C:8]([C:34]2[CH:33]=[CH:32][C:31]([F:30])=[C:36]([F:37])[CH:35]=2)=[CH:7][CH:6]=1. The catalyst class is: 10. (4) Reactant: C(OC([O:6][C:7]1[CH:8]=[C:9]2[C:14](=[CH:15][CH:16]=1)[CH:13]=[C:12]([CH:17]=[CH2:18])[CH:11]=[CH:10]2)C)C.C1(C)C=CC(S([O-])(=O)=O)=CC=1.[NH+]1C=CC=CC=1.C(Cl)Cl. Product: [OH:6][C:7]1[CH:8]=[C:9]2[C:14](=[CH:15][CH:16]=1)[CH:13]=[C:12]([CH:17]=[CH2:18])[CH:11]=[CH:10]2. The catalyst class is: 8. (5) Reactant: [BH4-].[Na+].[Li+].[Br-].C([O:7][C:8](=O)[CH2:9][NH:10][CH2:11][C:12]1[CH:17]=[CH:16][CH:15]=[C:14]([O:18][CH3:19])[CH:13]=1)C. The catalyst class is: 1. Product: [CH3:19][O:18][C:14]1[CH:13]=[C:12]([CH2:11][NH:10][CH2:9][CH2:8][OH:7])[CH:17]=[CH:16][CH:15]=1. (6) Reactant: Cl.[NH2:2][C@@H:3]1[CH2:5][C@H:4]1[C:6]1[CH:7]=[C:8]([CH:19]=[CH:20][CH:21]=1)[C:9]([NH:11][CH2:12][C:13]1[CH:18]=[CH:17][CH:16]=[CH:15][CH:14]=1)=[O:10].C(=O)([O-])O.[Na+].[CH:27]1([CH:30]=O)[CH2:29][CH2:28]1.[BH4-].[Na+].[C:42](O[C:42]([O:44][C:45]([CH3:48])([CH3:47])[CH3:46])=[O:43])([O:44][C:45]([CH3:48])([CH3:47])[CH3:46])=[O:43]. Product: [CH:27]1([CH2:30][N:2]([C@@H:3]2[CH2:5][C@H:4]2[C:6]2[CH:21]=[CH:20][CH:19]=[C:8]([C:9](=[O:10])[NH:11][CH2:12][C:13]3[CH:18]=[CH:17][CH:16]=[CH:15][CH:14]=3)[CH:7]=2)[C:42](=[O:43])[O:44][C:45]([CH3:46])([CH3:47])[CH3:48])[CH2:29][CH2:28]1. The catalyst class is: 87. (7) Reactant: [C:1]([C:4]1[CH:9]=[CH:8][C:7]([O:10][CH3:11])=[CH:6][C:5]=1[NH:12][C:13]([CH:15]1[CH2:17][CH2:16]1)=O)(=[O:3])[CH3:2].C(O[K])(C)(C)C. Product: [CH:15]1([C:13]2[CH:2]=[C:1]([OH:3])[C:4]3[C:5](=[CH:6][C:7]([O:10][CH3:11])=[CH:8][CH:9]=3)[N:12]=2)[CH2:17][CH2:16]1. The catalyst class is: 107. (8) Reactant: [NH2:1][CH2:2][C:3]([CH3:6])([OH:5])[CH3:4].[Cl:7][C:8]1[CH:13]=[CH:12][C:11]([C:14](=[CH2:19])[C:15]([O:17][CH3:18])=[O:16])=[CH:10][CH:9]=1. Product: [Cl:7][C:8]1[CH:9]=[CH:10][C:11]([CH:14]([CH2:19][NH:1][CH2:2][C:3]([OH:5])([CH3:6])[CH3:4])[C:15]([O:17][CH3:18])=[O:16])=[CH:12][CH:13]=1. The catalyst class is: 7. (9) Reactant: [CH3:1][N:2]([CH2:4][C:5]1[O:9][C:8]([C:10]2[CH:15]=[CH:14][CH:13]=[CH:12][C:11]=2[CH:16]([OH:21])[C:17]([F:20])([F:19])[F:18])=[CH:7][CH:6]=1)[CH3:3].[NH2:22][C:23]1[N:28]=[C:27](Cl)[CH:26]=[C:25]([Cl:30])[N:24]=1.C(=O)([O-])[O-].[Cs+].[Cs+].O1CCOCC1. Product: [Cl:30][C:25]1[CH:26]=[C:27]([O:21][CH:16]([C:11]2[CH:12]=[CH:13][CH:14]=[CH:15][C:10]=2[C:8]2[O:9][C:5]([CH2:4][N:2]([CH3:1])[CH3:3])=[CH:6][CH:7]=2)[C:17]([F:18])([F:20])[F:19])[N:28]=[C:23]([NH2:22])[N:24]=1. The catalyst class is: 13. (10) Reactant: [Cl:1][C:2]1[N:3](CC2C=CC(OC)=CC=2)[CH:4]=[C:5]2[N:10]3[C@H:11]4[CH2:16][CH2:15][CH2:14][C@H:12]4[N:13]=[C:9]3[N:8]([CH3:17])[C:7](=[O:18])[C:6]=12.C(O)(C(F)(F)F)=O.FC(F)(F)S(O)(=O)=O. Product: [Cl:1][C:2]1[NH:3][CH:4]=[C:5]2[N:10]3[C@H:11]4[CH2:16][CH2:15][CH2:14][C@H:12]4[N:13]=[C:9]3[N:8]([CH3:17])[C:7](=[O:18])[C:6]=12. The catalyst class is: 2.